This data is from Reaction yield outcomes from USPTO patents with 853,638 reactions. The task is: Predict the reaction yield, written as a fraction of the theoretical maximum amount of product (1.0 means a 100% yield; for example, 0.34 means a 34% yield). (1) The reactants are I[C:2]1[CH:11]=[CH:10][CH:9]=[CH:8][C:3]=1[C:4]([O:6]C)=O.C(=O)([O-])O.[Na+].C([NH:20][C:21](=[CH2:26])[C:22]([O:24][CH3:25])=[O:23])(=O)C. The catalyst is [Cl-].C([N+](CCCC)(CCCC)CCCC)CCC.CN(C)C=O.C(O)(=O)C.[Pd]. The product is [O:6]=[C:4]1[C:3]2[C:2](=[CH:11][CH:10]=[CH:9][CH:8]=2)[CH:26]=[C:21]([C:22]([O:24][CH3:25])=[O:23])[NH:20]1. The yield is 0.720. (2) The reactants are [Cl:1][C:2]1[C:11]2[C:6](=[CH:7][C:8]([O:12][CH3:13])=[CH:9][CH:10]=2)[C:5]([N:14]2[CH2:19][CH2:18][NH:17][CH2:16][CH2:15]2)=[CH:4][N:3]=1.FC(F)(F)S(O[CH2:26][CH:27]([F:29])[F:28])(=O)=O.C(=O)([O-])[O-].[Na+].[Na+]. The catalyst is CN(C=O)C.O. The product is [Cl:1][C:2]1[C:11]2[C:6](=[CH:7][C:8]([O:12][CH3:13])=[CH:9][CH:10]=2)[C:5]([N:14]2[CH2:19][CH2:18][N:17]([CH2:26][CH:27]([F:29])[F:28])[CH2:16][CH2:15]2)=[CH:4][N:3]=1. The yield is 0.159. (3) The reactants are [Cl:1][C:2]1[CH:3]=[CH:4][C:5]2[C:11]3[N:12]([CH:24]4[CH2:29][CH2:28][CH2:27][CH2:26][CH2:25]4)[C:13]4[C:18]([C:10]=3[CH2:9][C:8](=O)[N:7]([CH2:31][C:32](=O)[N:33]3[CH2:38][CH2:37][CH2:36][CH2:35][CH2:34]3)[C:6]=2[CH:40]=1)=[CH:17][C:16]([C:19]([O:21][CH2:22][CH3:23])=[O:20])=[CH:15][CH:14]=4.Cl.[OH-].[Na+].C(=O)([O-])O.[Na+]. The catalyst is O1CCCC1. The product is [Cl:1][C:2]1[CH:3]=[CH:4][C:5]2[C:11]3[N:12]([CH:24]4[CH2:29][CH2:28][CH2:27][CH2:26][CH2:25]4)[C:13]4[C:18]([C:10]=3[CH2:9][CH2:8][N:7]([CH2:31][CH2:32][N:33]3[CH2:38][CH2:37][CH2:36][CH2:35][CH2:34]3)[C:6]=2[CH:40]=1)=[CH:17][C:16]([C:19]([O:21][CH2:22][CH3:23])=[O:20])=[CH:15][CH:14]=4. The yield is 0.610. (4) The reactants are Br[C:2]1[S:6][C:5]2[CH:7]=[CH:8][CH:9]=[CH:10][C:4]=2[CH:3]=1.[N:11]1[CH:16]=[CH:15][CH:14]=[CH:13][CH:12]=1.[Cu]C#N.C(N)CN. The catalyst is CN(C)C=O.O. The product is [C:12]([C:10]1[C:4]2[CH:3]=[CH:2][S:6][C:5]=2[CH:7]=[CH:8][CH:9]=1)#[N:11].[C:16]([C:15]1[CH:14]=[CH:13][C:12]2[CH:3]=[CH:2][S:6][C:5]=2[CH:4]=1)#[N:11]. The yield is 0.390. (5) The reactants are [NH2:1][CH2:2][CH:3]([OH:6])[CH2:4][NH2:5].[C:7](O[C:7]([O:9][C:10]([CH3:13])([CH3:12])[CH3:11])=[O:8])([O:9][C:10]([CH3:13])([CH3:12])[CH3:11])=[O:8]. The catalyst is CO. The product is [C:10]([O:9][C:7](=[O:8])[NH:1][CH2:2][CH:3]([OH:6])[CH2:4][NH:5][C:7]([O:9][C:10]([CH3:13])([CH3:12])[CH3:11])=[O:8])([CH3:13])([CH3:12])[CH3:11]. The yield is 1.00. (6) The reactants are [C:1]1([CH3:13])[CH:6]=[C:5]([CH3:7])[CH:4]=[C:3]([CH3:8])[C:2]=1[S:9](Cl)(=[O:11])=[O:10].[CH:14]1([C:20]2[CH:25]=[CH:24][CH:23]=[CH:22][CH:21]=2)[CH2:19][CH2:18][CH2:17][CH2:16][CH2:15]1.[Al+3].[Cl-].[Cl-].[Cl-].Cl. The yield is 0.750. The product is [CH:20]1([C:14]2[CH:15]=[CH:16][C:17]([S:9]([C:2]3[C:3]([CH3:8])=[CH:4][C:5]([CH3:7])=[CH:6][C:1]=3[CH3:13])(=[O:11])=[O:10])=[CH:18][CH:19]=2)[CH2:21][CH2:22][CH2:23][CH2:24][CH2:25]1. The catalyst is C(Cl)Cl. (7) The reactants are [C:1](#[N:3])[CH3:2].[CH2:4]([C@@H:6]1[O:8][CH2:7]1)Cl.[C:9]1([S:15](N)(=[O:17])=[O:16])[CH:14]=[CH:13][CH:12]=[CH:11][CH:10]=1.[C:19](=O)([O-])[O-:20].[Cs+].[Cs+]. The catalyst is O. The product is [O:20]1[CH2:19][CH:2]1[CH2:1][N:3]([CH2:4][CH:6]1[CH2:7][O:8]1)[S:15]([C:9]1[CH:14]=[CH:13][CH:12]=[CH:11][CH:10]=1)(=[O:17])=[O:16]. The yield is 0.430. (8) The reactants are CC(C)([O-:4])C.[K+].[Br:7][C:8]1[CH:9]=[C:10]([CH:13]=[CH:14][CH:15]=1)[CH:11]=O.[CH2:16]1[CH2:20][O:19][CH2:18][CH2:17]1. The catalyst is CS(C)=O. The product is [Br:7][C:8]1[CH:9]=[C:10](/[CH:11]=[CH:20]/[CH2:16][CH2:17][C:18]([OH:4])=[O:19])[CH:13]=[CH:14][CH:15]=1. The yield is 0.820.